From a dataset of Catalyst prediction with 721,799 reactions and 888 catalyst types from USPTO. Predict which catalyst facilitates the given reaction. (1) Reactant: O.O.P([O-])(O)(O)=O.[Na+].[Na+].P([O-])(O)(O)=O.[CH2:15]([O:17][C:18]([C@@H:20]([NH:29][C@H:30]([C:32]([OH:34])=[O:33])[CH3:31])[CH2:21][CH2:22][C:23]1[CH:28]=[CH:27][CH:26]=[CH:25][CH:24]=1)=[O:19])[CH3:16].Cl[C:36](Cl)([O:38]C(=O)OC(Cl)(Cl)Cl)Cl.N1C=CC=CC=1. Product: [CH3:16][CH2:15][O:17][C:18]([CH:20]([N:29]1[C:36](=[O:38])[O:34][C:32](=[O:33])[CH:30]1[CH3:31])[CH2:21][CH2:22][C:23]1[CH:28]=[CH:27][CH:26]=[CH:25][CH:24]=1)=[O:19]. The catalyst class is: 229. (2) Reactant: [NH:1]1[C:5](=[O:6])[CH2:4][CH2:3][C@H:2]1[C:7]([OH:9])=O.O.ON1C2C=CC=CC=2N=N1.[NH:21]1[CH2:26][CH2:25][O:24][CH2:23][CH2:22]1. Product: [N:21]1([C:7]([C@H:2]2[NH:1][C:5](=[O:6])[CH2:4][CH2:3]2)=[O:9])[CH2:26][CH2:25][O:24][CH2:23][CH2:22]1. The catalyst class is: 10. (3) The catalyst class is: 231. Reactant: Br[C:2]1[CH:11]=[C:10]2[C:5]([C:6](=[O:18])[N:7]3[CH2:15][CH2:14][C:13]([CH3:17])([CH3:16])[CH2:12][C:8]3=[N:9]2)=[CH:4][CH:3]=1.Br[C:20]1C=[C:28]2[C:23]([C:24](=[O:36])[N:25]3[CH2:33][C:32]([CH3:35])([CH3:34])[CH2:31][CH2:30][C:26]3=[N:27]2)=[CH:22][CH:21]=1.C[C:38]1([CH3:47])[C:42]([CH3:44])([CH3:43])OB(C=C)O1.C([O-])([O-])=O.[K+].[K+].C1C=CC(P(C2C=CC=CC=2)C2C=CC=CC=2)=CC=1. Product: [CH3:16][C:13]1([CH3:17])[CH2:14][CH2:15][N:7]2[C:8](=[N:9][C:10]3[C:5]([C:6]2=[O:18])=[CH:4][CH:3]=[C:2]([CH:20]=[CH2:21])[CH:11]=3)[CH2:12]1.[CH3:34][C:32]1([CH3:35])[CH2:33][N:25]2[C:26](=[N:27][C:28]3[C:23]([C:24]2=[O:36])=[CH:22][CH:43]=[C:42]([CH:38]=[CH2:47])[CH:44]=3)[CH2:30][CH2:31]1. (4) Reactant: [CH3:1][O:2][C:3]1[CH:4]=[C:5]([C:11]2([CH:14]=O)[CH2:13][CH2:12]2)[CH:6]=[CH:7][C:8]=1[O:9][CH3:10].S([O-])([O-])(=O)=O.[Na+].[Na+].[I-].[Na+].C[Si](Cl)(C)C.[CH:30]([C:32](C)=[O:33])=C.[CH3:35][N:36]([CH:38]=O)[CH3:37]. Product: [CH3:1][O:2][C:3]1[CH:4]=[C:5]([C@@:11]23[CH2:13][CH2:12][C:32](=[O:33])[CH2:30][C@@H:37]2[N:36]([CH3:35])[CH2:38][CH2:14]3)[CH:6]=[CH:7][C:8]=1[O:9][CH3:10]. The catalyst class is: 68. (5) Reactant: [Cl:1][C:2]1[CH:3]=[C:4]([CH:7]=[CH:8][C:9]=1[Cl:10])[CH:5]=O.[CH3:11][S:12]([CH2:15][C:16](=O)[CH3:17])(=[O:14])=[O:13].[NH2:19][C:20]1[CH2:24][CH2:23][C:22](=[O:25])[CH:21]=1. Product: [Cl:1][C:2]1[CH:3]=[C:4]([CH:5]2[C:15]([S:12]([CH3:11])(=[O:14])=[O:13])=[C:16]([CH3:17])[NH:19][C:20]3[CH2:24][CH2:23][C:22](=[O:25])[C:21]2=3)[CH:7]=[CH:8][C:9]=1[Cl:10]. The catalyst class is: 8. (6) Reactant: C(=O)([O-])[O-].[K+].[K+].Cl.Cl.Cl.Cl.[CH2:11]([N:20]1[CH2:26][CH2:25][CH2:24][NH:23][CH2:22][CH2:21]1)[CH2:12][N:13]1[CH2:19][CH2:18][CH2:17][NH:16][CH2:15][CH2:14]1. Product: [CH2:11]([N:20]1[CH2:26][CH2:25][CH2:24][NH:23][CH2:22][CH2:21]1)[CH2:12][N:13]1[CH2:19][CH2:18][CH2:17][NH:16][CH2:15][CH2:14]1. The catalyst class is: 6. (7) Reactant: [O:1]=[C:2]([N:10]1[CH2:15][CH2:14][CH2:13][CH2:12][CH:11]1[C:16]([OH:18])=[O:17])[C:3](=[O:9])[C:4]([CH3:8])([CH3:7])[CH2:5][CH3:6].[C:19]1([CH2:25][CH2:26][CH2:27]O)[CH:24]=[CH:23][CH:22]=[CH:21][CH:20]=1.C1(N=C=NC2CCCCC2)CCCCC1.C12(CS(O)(=O)=O)C(C)(C)C(CC1)CC2=O. Product: [O:1]=[C:2]([N:10]1[CH2:15][CH2:14][CH2:13][CH2:12][CH:11]1[C:16]([O:18][CH2:27][CH2:26][CH2:25][C:19]1[CH:24]=[CH:23][CH:22]=[CH:21][CH:20]=1)=[O:17])[C:3](=[O:9])[C:4]([CH3:7])([CH3:8])[CH2:5][CH3:6]. The catalyst class is: 2. (8) Reactant: [CH3:1][N:2]1[C:10]2[C:5](=[CH:6][CH:7]=[CH:8][CH:9]=2)[C:4]([C:11]2[O:12][C:13]([C:16]3[CH:17]=[C:18]4[C:23](=[CH:24][CH:25]=3)[CH:22]=[C:21]([O:26][CH:27]([CH2:32][C:33]3[CH:38]=[CH:37][CH:36]=[CH:35][CH:34]=3)[C:28]([O:30]C)=[O:29])[CH:20]=[CH:19]4)=[CH:14][N:15]=2)=[CH:3]1.[OH-].[Na+].Cl. Product: [CH3:1][N:2]1[C:10]2[C:5](=[CH:6][CH:7]=[CH:8][CH:9]=2)[C:4]([C:11]2[O:12][C:13]([C:16]3[CH:17]=[C:18]4[C:23](=[CH:24][CH:25]=3)[CH:22]=[C:21]([O:26][CH:27]([CH2:32][C:33]3[CH:38]=[CH:37][CH:36]=[CH:35][CH:34]=3)[C:28]([OH:30])=[O:29])[CH:20]=[CH:19]4)=[CH:14][N:15]=2)=[CH:3]1. The catalyst class is: 87. (9) Reactant: ClC1C=CC2N=NN(OC(=[N+](C)C)N(C)C)C=2C=1.[Cl:19][C:20]1[CH:21]=[N:22][CH:23]=[C:24]([F:32])[C:25]=1[C:26]1[CH2:27][CH2:28][NH:29][CH2:30][CH:31]=1.[O:33]1[CH2:36][C:35](=O)[CH2:34]1.CO. Product: [Cl:19][C:20]1[CH:21]=[N:22][CH:23]=[C:24]([F:32])[C:25]=1[C:26]1[CH2:27][CH2:28][N:29]([CH:35]2[CH2:36][O:33][CH2:34]2)[CH2:30][CH:31]=1. The catalyst class is: 1. (10) Reactant: [C:1]([N:5]1[CH:9]=[C:8]([C:10]2[O:18][C:17](=O)[C:16]3[C:12](=[N:13][N:14]([CH3:20])[CH:15]=3)[CH:11]=2)[CH:7]=[N:6]1)([CH3:4])([CH3:3])[CH3:2].C([O-])(=O)C.[NH4+:25]. Product: [C:1]([N:5]1[CH:9]=[C:8]([C:10]2[NH:25][C:17](=[O:18])[C:16]3=[CH:15][N:14]([CH3:20])[N:13]=[C:12]3[CH:11]=2)[CH:7]=[N:6]1)([CH3:4])([CH3:3])[CH3:2]. The catalyst class is: 58.